From a dataset of Peptide-MHC class II binding affinity with 134,281 pairs from IEDB. Regression. Given a peptide amino acid sequence and an MHC pseudo amino acid sequence, predict their binding affinity value. This is MHC class II binding data. (1) The peptide sequence is PTSLLISWGHYPLHL. The MHC is DRB1_0301 with pseudo-sequence DRB1_0301. The binding affinity (normalized) is 0.415. (2) The peptide sequence is SGMAEATSLDTMAQM. The MHC is DRB1_1101 with pseudo-sequence DRB1_1101. The binding affinity (normalized) is 0.171. (3) The peptide sequence is DFREFSRAKGLNQEI. The MHC is DRB1_1501 with pseudo-sequence DRB1_1501. The binding affinity (normalized) is 0.331. (4) The peptide sequence is DRWLDLRYVGPASAD. The MHC is HLA-DPA10301-DPB10402 with pseudo-sequence HLA-DPA10301-DPB10402. The binding affinity (normalized) is 0.150.